Dataset: Experimentally validated miRNA-target interactions with 360,000+ pairs, plus equal number of negative samples. Task: Binary Classification. Given a miRNA mature sequence and a target amino acid sequence, predict their likelihood of interaction. (1) The miRNA is bta-miR-15b with sequence UAGCAGCACAUCAUGGUUUACA. The protein sequence of the target gene is MEVPVGPGPRQAGGGLGATRSSSSGRAARTAEMPWARFSAWLECVCVVTFDLELGQALELVYPSDFRLTDKEKSSICYLAFPDSHSGCLGDTQFSFRMRQCGGQRSLWQVDDRSYNNKAPLALQREPAHYLGYVYFRQVKDSSVKRGYFQKSLVLVSRLPFVRLFQSLLSLIAPEYFEKLAPCLEAVCNEIDQWPAPVPGQTLNLPIMGVVIQVRIPSRVDKLESSPPKQCDQENLLPAPVVLTSVHELDLFRCFRPVLTHVQTLWELMLLGEPLVVLAPSPDVSSELVLALTSCLQPLK.... Result: 0 (no interaction). (2) The miRNA is hsa-miR-8064 with sequence AGCACACUGAGCGAGCGGAC. The protein sequence of the target gene is MNMVKRIMGRPRQEECSPQDNALGLMHLRRLFTELCHPPRHMTQKEQEEKLYMMLPVFNRVFGNAPPNTMTEKFSDLLQFTTQVSRLMVTEIRRRASNKSTEAASRAIVQFLEINQSEEASRGWMLLTTINLLASSGQKTVDCMTTMSVPSTLVKCLYLFFDLPHVPEAVGGAQNELPLAERRGLLQKVFVQILVKLCSFVSPAEELAQKDDLQLLFSAITSWCPPYNLPWRKSAGEVLMTISRHGLSVNVVKYIHEKECLSTCVQNMQQSDDLSPLEIVEMFAGLSCFLKDSSDVSQTL.... Result: 1 (interaction). (3) The miRNA is mmu-miR-99b-5p with sequence CACCCGUAGAACCGACCUUGCG. The protein sequence of the target gene is MATVGAPRHFCRCACFCTDNLYVARYGLHVRFRGEQQLRRDYGPILRSRGCVSAKDFQQLLAELEQEVERRQRLGQESAARKALIASSYHPARPEVYDSLQDAALAPEFLAVTEYSVSPDADLKGLLQRLETVSEEKRIYRVPVFTAPFCQALLEELEHFEQSDMPKGRPNTMNNYGVLLHELGLDEPLMTPLRERFLQPLMALLYPDCGGGRLDSHRAFVVKYAPGQDLELGCHYDNAELTLNVALGKVFTGGALYFGGLFQAPTALTEPLEVEHVVGQGVLHRGGQLHGARPLGTGER.... Result: 0 (no interaction). (4) The miRNA is hsa-miR-106a-5p with sequence AAAAGUGCUUACAGUGCAGGUAG. The protein sequence of the target gene is MARGSLRRLLRLLVLGLWLALLRSVAGEQAPGTAPCSRGSSWSADLDKCMDCASCRARPHSDFCLGCAAAPPAPFRLLWPILGGALSLTFVLGLLSGFLVWRRCRRREKFTTPIEETGGEGCPAVALIQ. Result: 0 (no interaction). (5) The miRNA is hsa-miR-1910-5p with sequence CCAGUCCUGUGCCUGCCGCCU. The protein sequence of the target gene is MVNSVVFFDITVDGKPLGRISIKLFADKILKTAENFRALSTGEKGFRYKGSCFHRIIPGFMCQGGDFTRHNGTGDKSIYGEKFDDENLIRKHTGSGILSMANAGPNTNGSQFFICAAKTEWLDGKHVAFGKVKERVNIVEAMEHFGYRNSKTSKKITIADCGQF. Result: 0 (no interaction). (6) The protein sequence of the target gene is MAASPVLPTEDGEGFLGIDDLHFSLQAEQEDTQKKTFTCWINSQLAKHTPPSVVSDLFADIKKGHVLLDLLEVLSGQQLPRDKGSNTFQCRINIEHALTFLKNRSIKLINIHVADIVEGNPSIILGLIWTIILHFHIEKLAQTLSCDYNQPSPEVVSVAASSPTSSPPTKKCSKAQAQARWQWSAKKALLQWAQEQCARSESVNVTDFKSSWRNGMAFLAVIHALRPDLIDMDSMRHRSNKDNLKEAFRIAEHELKIPKLLEPEDVDVVNPDEKSIMTYVAQFLKYSKDAPGPGDSTQAK.... Result: 0 (no interaction). The miRNA is mmu-miR-3092-3p with sequence GAAUGGGGCUGUUUCCCCUCC.